Dataset: Full USPTO retrosynthesis dataset with 1.9M reactions from patents (1976-2016). Task: Predict the reactants needed to synthesize the given product. The reactants are: [P:1]([O:13][CH2:14][N:15]1[CH:20]=[CH:19][C:18]([NH:21][C:22](=[O:41])[C:23]2[CH:28]=[C:27]([Cl:29])[C:26]([Cl:30])=[CH:25][C:24]=2[O:31][C:32]2[CH:37]=[CH:36][C:35]([F:38])=[CH:34][C:33]=2[O:39][CH3:40])=[CH:17][C:16]1=[O:42])([O:8]C(C)(C)C)([O:3]C(C)(C)C)=[O:2].CC(O)=O. Given the product [P:1]([OH:3])([OH:8])([O:13][CH2:14][N:15]1[CH:20]=[CH:19][C:18]([NH:21][C:22](=[O:41])[C:23]2[CH:28]=[C:27]([Cl:29])[C:26]([Cl:30])=[CH:25][C:24]=2[O:31][C:32]2[CH:37]=[CH:36][C:35]([F:38])=[CH:34][C:33]=2[O:39][CH3:40])=[CH:17][C:16]1=[O:42])=[O:2], predict the reactants needed to synthesize it.